Dataset: Forward reaction prediction with 1.9M reactions from USPTO patents (1976-2016). Task: Predict the product of the given reaction. (1) Given the reactants FC(F)(F)S(O[C:7]1[C:8]2[S:22](=[O:24])(=[O:23])[CH2:21][CH2:20][C:9]=2[N:10]=[C:11]([C:13]2[CH:18]=[CH:17][CH:16]=[C:15]([Cl:19])[CH:14]=2)[N:12]=1)(=O)=O.[NH2:27][C:28]1[CH:33]=[CH:32][C:31]([CH2:34][CH2:35][OH:36])=[CH:30][CH:29]=1, predict the reaction product. The product is: [Cl:19][C:15]1[CH:14]=[C:13]([C:11]2[N:12]=[C:7]([NH:27][C:28]3[CH:33]=[CH:32][C:31]([CH2:34][CH2:35][OH:36])=[CH:30][CH:29]=3)[C:8]3[S:22](=[O:24])(=[O:23])[CH2:21][CH2:20][C:9]=3[N:10]=2)[CH:18]=[CH:17][CH:16]=1. (2) Given the reactants [C:1]([C:3]1[CH:4]=[CH:5][C:6]2[N:10]=[C:9]([CH2:11][CH3:12])[N:8]([C:13]3[CH:18]=[CH:17][C:16]([CH2:19][CH2:20][NH:21][C:22]([NH:24][S:25]([C:28]4[CH:33]=[CH:32][C:31]([CH3:34])=[CH:30][CH:29]=4)(=[O:27])=[O:26])=[O:23])=[CH:15][CH:14]=3)[C:7]=2[CH:35]=1)#[N:2].[OH-:36].[K+], predict the reaction product. The product is: [CH2:11]([C:9]1[N:8]([C:13]2[CH:18]=[CH:17][C:16]([CH2:19][CH2:20][NH:21][C:22]([NH:24][S:25]([C:28]3[CH:33]=[CH:32][C:31]([CH3:34])=[CH:30][CH:29]=3)(=[O:27])=[O:26])=[O:23])=[CH:15][CH:14]=2)[C:7]2[CH:35]=[C:3]([C:1]([NH2:2])=[O:36])[CH:4]=[CH:5][C:6]=2[N:10]=1)[CH3:12]. (3) Given the reactants C[O:2][C:3](=O)[CH2:4][CH2:5][CH2:6][C@H:7]1[CH2:11][CH2:10][C@@H:9]([C:12]2[CH:17]=[CH:16][C:15]([F:18])=[CH:14][CH:13]=2)[N:8]1[S:19]([C:22]1[CH:27]=[CH:26][C:25]([CH3:28])=[CH:24][CH:23]=1)(=[O:21])=[O:20].[H-].[Al+3].[Li+].[H-].[H-].[H-], predict the reaction product. The product is: [F:18][C:15]1[CH:14]=[CH:13][C:12]([C@H:9]2[N:8]([S:19]([C:22]3[CH:23]=[CH:24][C:25]([CH3:28])=[CH:26][CH:27]=3)(=[O:21])=[O:20])[C@@H:7]([CH2:6][CH2:5][CH2:4][CH2:3][OH:2])[CH2:11][CH2:10]2)=[CH:17][CH:16]=1. (4) Given the reactants [CH2:1]([O:3][C:4]1[CH:16]=[C:15]([N+:17]([O-])=O)[CH:14]=[CH:13][C:5]=1[C:6]([O:8][C:9]([CH3:12])([CH3:11])[CH3:10])=[O:7])[CH3:2], predict the reaction product. The product is: [NH2:17][C:15]1[CH:14]=[CH:13][C:5]([C:6]([O:8][C:9]([CH3:11])([CH3:12])[CH3:10])=[O:7])=[C:4]([O:3][CH2:1][CH3:2])[CH:16]=1. (5) Given the reactants Cl.C[O:3][CH:4](OC)[C:5]1[CH:6]=[CH:7][C:8](/[CH:11]=[CH:12]/[C:13]([O:15][C:16]([CH3:19])([CH3:18])[CH3:17])=[O:14])=[N:9][CH:10]=1.C([O-])([O-])=O.[K+].[K+], predict the reaction product. The product is: [CH:4]([C:5]1[CH:6]=[CH:7][C:8](/[CH:11]=[CH:12]/[C:13]([O:15][C:16]([CH3:19])([CH3:18])[CH3:17])=[O:14])=[N:9][CH:10]=1)=[O:3].